From a dataset of Forward reaction prediction with 1.9M reactions from USPTO patents (1976-2016). Predict the product of the given reaction. (1) Given the reactants [CH2:1]([O:8][C:9]1[CH:10]=[C:11]2[C:16](=[CH:17][C:18]=1[O:19][CH3:20])[CH:15]([CH2:21]S(C1N(C3C=CC=CC=3)N=NN=1)(=O)=O)[N:14](C(OC(C)(C)C)=O)[CH2:13][CH2:12]2)[C:2]1[CH:7]=[CH:6][CH:5]=[CH:4][CH:3]=1.[CH:43]([C:45]1[CH:46]=[CH:47][CH:48]=[C:49]2[C:53]=1[N:52]([C:54]([O:56][C:57]([CH3:60])([CH3:59])[CH3:58])=[O:55])[CH:51]=[CH:50]2)=O.C[Si]([N-][Si](C)(C)C)(C)C.[Li+], predict the reaction product. The product is: [CH2:1]([O:8][C:9]1[CH:10]=[C:11]2[C:16](=[CH:17][C:18]=1[O:19][CH3:20])[CH:15](/[CH:21]=[CH:43]/[C:45]1[CH:46]=[CH:47][CH:48]=[C:49]3[C:53]=1[N:52]([C:54]([O:56][C:57]([CH3:60])([CH3:59])[CH3:58])=[O:55])[CH:51]=[CH:50]3)[NH:14][CH2:13][CH2:12]2)[C:2]1[CH:7]=[CH:6][CH:5]=[CH:4][CH:3]=1. (2) The product is: [CH3:8][C:9]1[N:10]=[C:11]([CH3:38])[N:12]2[C:17]=1[C:16]([O:18][C:19]1[CH:24]=[C:23]([O:25][CH3:26])[C:22]([O:27][CH3:28])=[C:21]([O:29][CH3:30])[CH:20]=1)=[N:15][C:14]([C:31]1[CH:37]=[CH:36][C:34]([N:2]([CH2:1][CH3:40])[CH2:5][CH3:6])=[CH:33][CH:32]=1)=[N:13]2. Given the reactants [C:1]([BH3-])#[N:2].[Na+].[CH:5](=O)[CH3:6].[CH3:8][C:9]1[N:10]=[C:11]([CH3:38])[N:12]2[C:17]=1[C:16]([O:18][C:19]1[CH:24]=[C:23]([O:25][CH3:26])[C:22]([O:27][CH3:28])=[C:21]([O:29][CH3:30])[CH:20]=1)=[N:15][C:14]([C:31]1[CH:37]=[CH:36][C:34](N)=[CH:33][CH:32]=1)=[N:13]2.Cl.[CH3:40]O, predict the reaction product. (3) Given the reactants [F:1][C:2]1[CH:7]=[CH:6][C:5]([O:8][CH3:9])=[CH:4][C:3]=1[C:10]1[CH:15]=[CH:14][C:13]([C:16](OC)=[O:17])=[CH:12][C:11]=1[O:20][CH:21]1[CH2:26][CH2:25][CH2:24][CH2:23][O:22]1.[H-].[H-].[H-].[H-].[Li+].[Al+3], predict the reaction product. The product is: [F:1][C:2]1[CH:7]=[CH:6][C:5]([O:8][CH3:9])=[CH:4][C:3]=1[C:10]1[CH:15]=[CH:14][C:13]([CH2:16][OH:17])=[CH:12][C:11]=1[O:20][CH:21]1[CH2:26][CH2:25][CH2:24][CH2:23][O:22]1. (4) The product is: [CH3:1][CH:2]([CH2:6][CH2:7][C:8]([CH3:12])=[C:9]([CH3:11])[CH3:10])[CH2:3][CH2:4][OH:5]. Given the reactants [CH3:1][CH:2]([CH2:6][CH2:7][C:8]([CH3:12])=[C:9]([CH3:11])[CH3:10])[CH2:3][CH:4]=[O:5].C(O)(=O)C1C=CC=CC=1, predict the reaction product. (5) Given the reactants CC1(C)C(C)(C)OB([C:9]2[CH:14]=[CH:13][C:12]([C:15]3[CH:20]=[CH:19][C:18]([C:21]([O:23][CH3:24])=[O:22])=[CH:17][CH:16]=3)=[CH:11][CH:10]=2)O1.[F:26][C:27]1[C:35]2[N:34]=[C:33]([S:36]([CH3:39])(=[O:38])=[O:37])[NH:32][C:31]=2[CH:30]=[C:29]([F:40])[C:28]=1I.[O-]P([O-])([O-])=O.[K+].[K+].[K+], predict the reaction product. The product is: [F:26][C:27]1[C:35]2[N:34]=[C:33]([S:36]([CH3:39])(=[O:37])=[O:38])[NH:32][C:31]=2[CH:30]=[C:29]([F:40])[C:28]=1[C:9]1[CH:10]=[CH:11][C:12]([C:15]2[CH:16]=[CH:17][C:18]([C:21]([O:23][CH3:24])=[O:22])=[CH:19][CH:20]=2)=[CH:13][CH:14]=1. (6) Given the reactants CN(C(N[C@H](C(O)=O)C(C)C)=O)CC1N=[C:6](C(C)C)[S:7]C=1.C1CCC(N=C=NC2CCCCC2)CC1.C1C=CC2N(O)N=NC=2C=1.C([O:51][C:52](=[O:62])[C@H:53]([CH2:55][C:56]1C=CC=CC=1)[NH2:54])(C)(C)C.CCN(C(C)C)C(C)C.C(O)(C(F)(F)F)=O, predict the reaction product. The product is: [NH2:54][C@H:53]([C:52]([OH:51])=[O:62])[CH2:55][CH2:56][S:7][CH3:6]. (7) Given the reactants [CH2:1]([O:3][C:4](=[O:18])[C:5]([O:8][C:9]1[CH:14]=[CH:13][CH:12]=[C:11]([CH2:15][CH2:16][NH2:17])[CH:10]=1)([CH3:7])[CH3:6])[CH3:2].[CH3:19][C:20]1[C:25]([CH2:26][C:27](O)=[O:28])=[CH:24][CH:23]=[C:22]([C:30]2[CH:35]=[CH:34][C:33]([C:36]([F:39])([F:38])[F:37])=[CH:32][CH:31]=2)[N:21]=1, predict the reaction product. The product is: [CH2:1]([O:3][C:4](=[O:18])[C:5]([CH3:7])([O:8][C:9]1[CH:14]=[CH:13][CH:12]=[C:11]([CH2:15][CH2:16][NH:17][C:27](=[O:28])[CH2:26][C:25]2[C:20]([CH3:19])=[N:21][C:22]([C:30]3[CH:35]=[CH:34][C:33]([C:36]([F:37])([F:39])[F:38])=[CH:32][CH:31]=3)=[CH:23][CH:24]=2)[CH:10]=1)[CH3:6])[CH3:2].